Dataset: CYP1A2 inhibition data for predicting drug metabolism from PubChem BioAssay. Task: Regression/Classification. Given a drug SMILES string, predict its absorption, distribution, metabolism, or excretion properties. Task type varies by dataset: regression for continuous measurements (e.g., permeability, clearance, half-life) or binary classification for categorical outcomes (e.g., BBB penetration, CYP inhibition). Dataset: cyp1a2_veith. (1) The drug is COCCNC(=O)C1CCN(S(=O)(=O)N2CCC3(CC2)OCCO3)CC1. The result is 0 (non-inhibitor). (2) The compound is CC[C@H](C)N(C)C(=O)c1cc2ccccc2c(-c2ccccc2Cl)n1. The result is 0 (non-inhibitor). (3) The molecule is Cc1ccc(NC(=O)N/C=C/c2ccco2)cc1C. The result is 1 (inhibitor). (4) The molecule is CC(C)(C)N1C(=O)[C@H]2CC[C@@H]3/C(=N\OCc4ccccc4)C[C@@H](O)[C@@H](O)[C@@H]3[C@@H]2C1=O. The result is 0 (non-inhibitor).